From a dataset of Full USPTO retrosynthesis dataset with 1.9M reactions from patents (1976-2016). Predict the reactants needed to synthesize the given product. (1) Given the product [C:1]([O:5][C:6](=[O:34])[NH:7][C@H:8]([C:18]1[C:23]([C:37]2[CH:38]=[CH:39][C:40]3[N:41]([C:42](=[O:45])[NH:43][N:44]=3)[C:36]=2[CH3:35])=[CH:22][CH:21]=[C:20]([C:25]#[C:26][C:27]2([OH:33])[CH2:32][CH2:31][O:30][CH2:29][CH2:28]2)[N:19]=1)[CH2:9][C:10]1[CH:15]=[C:14]([F:16])[CH:13]=[C:12]([F:17])[CH:11]=1)([CH3:4])([CH3:3])[CH3:2], predict the reactants needed to synthesize it. The reactants are: [C:1]([O:5][C:6](=[O:34])[NH:7][C@H:8]([C:18]1[C:23](Br)=[CH:22][CH:21]=[C:20]([C:25]#[C:26][C:27]2([OH:33])[CH2:32][CH2:31][O:30][CH2:29][CH2:28]2)[N:19]=1)[CH2:9][C:10]1[CH:15]=[C:14]([F:16])[CH:13]=[C:12]([F:17])[CH:11]=1)([CH3:4])([CH3:3])[CH3:2].[CH3:35][C:36]1[N:41]2[C:42](=[O:45])[NH:43][N:44]=[C:40]2[CH:39]=[CH:38][C:37]=1B1OC(C)(C)C(C)(C)O1.C([O-])(O)=O.[Na+].O1CCOCC1. (2) Given the product [NH2:25][C:23]1[C:22]([C:26](=[O:27])[NH2:28])=[CH:21][C:14]2[C:15]3[C:20](=[CH:19][CH:18]=[CH:17][CH:16]=3)[N:12]([CH2:11][C@@H:8]([NH:7][C:6](=[O:29])[O:5][C:1]([CH3:3])([CH3:4])[CH3:2])[CH2:10][O:37][CH2:30][C:31]3[CH:36]=[CH:35][CH:34]=[CH:33][CH:32]=3)[C:13]=2[N:24]=1, predict the reactants needed to synthesize it. The reactants are: [C:1]([O:5][C:6](=[O:29])[NH:7][C:8]1([CH2:11][N:12]2[C:20]3[C:15](=[CH:16][CH:17]=[CH:18][CH:19]=3)[C:14]3[CH:21]=[C:22]([C:26]([NH2:28])=[O:27])[C:23]([NH2:25])=[N:24][C:13]2=3)[CH2:10]C1)([CH3:4])([CH3:3])[CH3:2].[CH2:30]([O:37]C[C@H](NC(=O)OC(C)(C)C)CI)[C:31]1[CH:36]=[CH:35][CH:34]=[CH:33][CH:32]=1.IC[C@@H](NC(=O)OC(C)(C)C)C.N(C(OC(C)(C)C)=O)[C@H](CO)COCC1C=CC=CC=1.C(OC(=O)NC1(CI)CC1)(C)(C)C. (3) Given the product [C:1]([O:5][C:6]([C:8]1[C:12]([CH3:13])=[C:11]([C:14](=[O:24])[NH:15][CH2:16][CH2:17][CH2:18][CH2:19][CH2:20][CH2:21][CH2:22][CH3:23])[S:10][C:9]=1[NH:25][C:26]([NH:28][CH2:29][CH2:30][CH2:31][CH2:32][CH2:33][CH2:34][CH2:35][CH2:36][CH2:37][CH2:38][CH2:39][CH2:40][CH2:41][CH3:42])=[O:27])=[O:7])([CH3:4])([CH3:3])[CH3:2], predict the reactants needed to synthesize it. The reactants are: [C:1]([O:5][C:6]([C:8]1[C:12]([CH3:13])=[C:11]([C:14](=[O:24])[NH:15][CH2:16][CH2:17][CH2:18][CH2:19][CH2:20][CH2:21][CH2:22][CH3:23])[S:10][C:9]=1[NH:25][C:26]([NH:28][CH2:29][CH2:30][CH2:31][CH2:32][CH2:33][CH2:34][CH2:35][CH3:36])=[O:27])=[O:7])([CH3:4])([CH3:3])[CH3:2].[CH2:37](N)[CH2:38][CH2:39][CH2:40][CH2:41][CH2:42]CC. (4) Given the product [Cl:1][C:2]1[CH:3]=[C:4]([CH:26]=[C:27]([F:29])[CH:28]=1)[CH2:5][C:6]1[S:7][C:8]2[C:14]([C:15]3[CH:16]=[C:17]([CH:23]=[CH:24][CH:25]=3)[C:18]([OH:20])=[O:19])=[CH:13][CH:12]=[CH:11][C:9]=2[CH:10]=1.[NH2:62][C:60](=[O:61])[CH2:59][NH:58][C:47](=[O:49])[C:46]1[CH:50]=[CH:51][CH:52]=[C:44]([C:43]2[C:37]3[S:36][C:35]([CH2:34][C:33]4[CH:53]=[C:54]([F:56])[CH:55]=[C:31]([Cl:30])[CH:32]=4)=[CH:39][C:38]=3[CH:40]=[CH:41][CH:42]=2)[CH:45]=1, predict the reactants needed to synthesize it. The reactants are: [Cl:1][C:2]1[CH:3]=[C:4]([CH:26]=[C:27]([F:29])[CH:28]=1)[CH2:5][C:6]1[S:7][C:8]2[C:14]([C:15]3[CH:16]=[C:17]([CH:23]=[CH:24][CH:25]=3)[C:18]([O:20]CC)=[O:19])=[CH:13][CH:12]=[CH:11][C:9]=2[CH:10]=1.[Cl:30][C:31]1[CH:32]=[C:33]([CH:53]=[C:54]([F:56])[CH:55]=1)[CH2:34][C:35]1[S:36][C:37]2[C:43]([C:44]3[CH:45]=[C:46]([CH:50]=[CH:51][CH:52]=3)[C:47]([OH:49])=O)=[CH:42][CH:41]=[CH:40][C:38]=2[CH:39]=1.Cl.[NH2:58][CH2:59][C:60]([NH2:62])=[O:61]. (5) Given the product [C:19]([O:23][C:24]([NH:26][C@H:27]([C:46]([O:48][CH2:49][C:50]1[CH:55]=[CH:54][CH:53]=[CH:52][CH:51]=1)=[O:47])[CH2:28][C:29]1[C:34]([N+:35]([O-:37])=[O:36])=[CH:33][CH:32]=[C:31]([OH:38])[CH:30]=1)=[O:25])([CH3:22])([CH3:20])[CH3:21], predict the reactants needed to synthesize it. The reactants are: [F-].C([N+](CCCC)(CCCC)CCCC)CCC.[C:19]([O:23][C:24]([NH:26][C@H:27]([C:46]([O:48][CH2:49][C:50]1[CH:55]=[CH:54][CH:53]=[CH:52][CH:51]=1)=[O:47])[CH2:28][C:29]1[C:34]([N+:35]([O-:37])=[O:36])=[CH:33][CH:32]=[C:31]([O:38][Si](C(C)(C)C)(C)C)[CH:30]=1)=[O:25])([CH3:22])([CH3:21])[CH3:20]. (6) Given the product [CH2:1]([O:3][C@@H:4]([CH2:10][C:11]1[CH:12]=[CH:13][C:14]([NH:17][CH2:18]/[CH:19]=[CH:20]/[C:21]2[CH:22]=[CH:23][C:24]([O:27][S:28]([CH3:31])(=[O:29])=[O:30])=[CH:25][CH:26]=2)=[CH:15][CH:16]=1)[C:5]([OH:7])=[O:6])[CH3:2], predict the reactants needed to synthesize it. The reactants are: [CH2:1]([O:3][CH:4]([CH2:10][C:11]1[CH:16]=[CH:15][C:14]([NH:17][CH2:18]/[CH:19]=[CH:20]/[C:21]2[CH:26]=[CH:25][C:24]([O:27][S:28]([CH3:31])(=[O:30])=[O:29])=[CH:23][CH:22]=2)=[CH:13][CH:12]=1)[C:5]([O:7]CC)=[O:6])[CH3:2].[OH-].[Li+]. (7) The reactants are: Br[C:2]1[C:3]([CH3:19])=[N:4][N:5]([CH3:18])[C:6]=1[C:7]1[CH:17]=[CH:16][C:10]2[O:11][CH2:12][C:13](=[O:15])[NH:14][C:9]=2[CH:8]=1.[C:20]1(B(O)O)[CH:25]=[CH:24][CH:23]=[CH:22][CH:21]=1.[O-]P([O-])([O-])=O.[K+].[K+].[K+].N#N. Given the product [CH3:18][N:5]1[C:6]([C:7]2[CH:17]=[CH:16][C:10]3[O:11][CH2:12][C:13](=[O:15])[NH:14][C:9]=3[CH:8]=2)=[C:2]([C:20]2[CH:25]=[CH:24][CH:23]=[CH:22][CH:21]=2)[C:3]([CH3:19])=[N:4]1, predict the reactants needed to synthesize it. (8) Given the product [CH3:1][O:2][C:3]([C:5]1[S:6][CH:7]=[C:8]([Br:12])[C:9]=1[CH2:10][N:18]([CH2:19][C:20]1[CH:25]=[CH:24][C:23]([O:26][CH3:27])=[CH:22][C:21]=1[O:28][CH3:29])[CH2:17][C:16]([O:15][CH3:13])=[O:30])=[O:4], predict the reactants needed to synthesize it. The reactants are: [CH3:1][O:2][C:3]([C:5]1[S:6][CH:7]=[C:8]([Br:12])[C:9]=1[CH2:10]Br)=[O:4].[CH2:13]([O:15][C:16](=[O:30])[CH2:17][NH:18][CH2:19][C:20]1[CH:25]=[CH:24][C:23]([O:26][CH3:27])=[CH:22][C:21]=1[O:28][CH3:29])C.C(=O)([O-])[O-].[K+].[K+]. (9) Given the product [C:14]([O:18][C:19](=[O:36])[NH:20][C:21]1[CH:22]=[CH:23][C:24]2[N:25]([N:27]=[C:28]([N:30]([CH3:31])[CH3:35])[N:29]=2)[CH:26]=1)([CH3:17])([CH3:16])[CH3:15], predict the reactants needed to synthesize it. The reactants are: BrC1C=CC2N(N=C(N(C)C)N=2)C=1.[C:14]([O:18][C:19](=[O:36])[NH:20][C:21]1[CH:22]=[CH:23][C:24]2[N:25]([N:27]=[C:28]([N:30]3[CH2:35]COC[CH2:31]3)[N:29]=2)[CH:26]=1)([CH3:17])([CH3:16])[CH3:15]. (10) Given the product [CH3:1][C:2]1[CH:7]=[CH:6][C:5]([NH:8][S:9]([CH2:12][CH2:13][CH3:14])(=[O:11])=[O:10])=[CH:4][C:3]=1[N+:21]([O-:23])=[O:22], predict the reactants needed to synthesize it. The reactants are: [CH3:1][C:2]1[CH:7]=[CH:6][C:5]([N:8](S(CCC)(=O)=O)[S:9]([CH2:12][CH2:13][CH3:14])(=[O:11])=[O:10])=[CH:4][C:3]=1[N+:21]([O-:23])=[O:22].C1COCC1.[OH-].[Na+].